Dataset: Forward reaction prediction with 1.9M reactions from USPTO patents (1976-2016). Task: Predict the product of the given reaction. (1) Given the reactants Br[C:2]1[N:3]=[CH:4][C:5]([NH2:9])=[N:6][C:7]=1[Cl:8].[C:10]([C:12]1[CH:17]=[CH:16][C:15](B(O)O)=[CH:14][CH:13]=1)#[N:11].C(=O)([O-])[O-].[Na+].[Na+], predict the reaction product. The product is: [NH2:9][C:5]1[N:6]=[C:7]([Cl:8])[C:2]([C:15]2[CH:16]=[CH:17][C:12]([C:10]#[N:11])=[CH:13][CH:14]=2)=[N:3][CH:4]=1. (2) Given the reactants [NH2:1][C:2]1[C:11]2[C:6](=[CH:7][C:8]([CH2:12][NH:13][C:14](=[O:36])[C:15]3[CH:20]=[C:19]([C:21](=[O:35])[C:22]4[CH:27]=[CH:26][C:25]([CH2:28][N:29]5[CH:33]=[C:32]([CH3:34])[CH:31]=[N:30]5)=[CH:24][CH:23]=4)[CH:18]=[N:17][CH:16]=3)=[CH:9][CH:10]=2)[CH:5]=[CH:4][N:3]=1.[BH4-].[Na+], predict the reaction product. The product is: [NH2:1][C:2]1[C:11]2[C:6](=[CH:7][C:8]([CH2:12][NH:13][C:14](=[O:36])[C:15]3[CH:20]=[C:19]([CH:21]([OH:35])[C:22]4[CH:27]=[CH:26][C:25]([CH2:28][N:29]5[CH:33]=[C:32]([CH3:34])[CH:31]=[N:30]5)=[CH:24][CH:23]=4)[CH:18]=[N:17][CH:16]=3)=[CH:9][CH:10]=2)[CH:5]=[CH:4][N:3]=1. (3) Given the reactants [CH3:1][O:2][C:3]1[CH:12]=[C:11]2[C:6]([C:7]([CH:13]([C:15]3[CH:20]=[CH:19][C:18]([N+:21]([O-:23])=[O:22])=[CH:17][CH:16]=3)[OH:14])=[CH:8][CH:9]=[N:10]2)=[CH:5][CH:4]=1, predict the reaction product. The product is: [CH3:1][O:2][C:3]1[CH:12]=[C:11]2[C:6]([C:7]([C:13]([C:15]3[CH:20]=[CH:19][C:18]([N+:21]([O-:23])=[O:22])=[CH:17][CH:16]=3)=[O:14])=[CH:8][CH:9]=[N:10]2)=[CH:5][CH:4]=1. (4) The product is: [CH3:31][N:23]1[C:24]2[C:29](=[C:28]([CH3:30])[CH:27]=[CH:26][CH:25]=2)[C:21]([CH2:20][N:13]2[C:14]3[CH:19]=[CH:18][CH:17]=[CH:16][C:15]=3[N:11]([C:7]3[CH2:8][CH2:9][CH2:10][C:6]=3[C:4]([OH:5])=[O:3])[C:12]2=[O:32])=[CH:22]1. Given the reactants C([O:3][C:4]([C:6]1[CH2:10][CH2:9][CH2:8][C:7]=1[N:11]1[C:15]2[CH:16]=[CH:17][CH:18]=[CH:19][C:14]=2[N:13]([CH2:20][C:21]2[C:29]3[C:24](=[CH:25][CH:26]=[CH:27][C:28]=3[CH3:30])[N:23]([CH3:31])[CH:22]=2)[C:12]1=[O:32])=[O:5])C.O.[OH-].[Li+].C(O)(=O)C, predict the reaction product.